From a dataset of Catalyst prediction with 721,799 reactions and 888 catalyst types from USPTO. Predict which catalyst facilitates the given reaction. (1) Reactant: C(O[C:6]([N:8]1[CH2:11][CH:10]([C:12]([OH:14])=O)[CH2:9]1)=[O:7])(C)(C)C.[H-].[Al+3].[Li+].[H-].[H-].[H-].[C:21]1([C:27]2[C:35]3[C:30](=[CH:31][CH:32]=[CH:33][CH:34]=3)[N:29]([S:36]([C:39]3[CH:47]=[CH:46][C:42](C(O)=O)=[CH:41][CH:40]=3)(=[O:38])=[O:37])[CH:28]=2)[CH:26]=[CH:25][CH:24]=[CH:23][CH:22]=1.N1CC(CO)C1.C(N(CC)CC)C.N1(O[P+](N(C)C)(N(C)C)N(C)C)C2C=CC=CC=2N=N1. Product: [OH:14][CH2:12][CH:10]1[CH2:9][N:8]([C:6]([C:42]2[CH:41]=[CH:40][C:39]([S:36]([N:29]3[C:30]4[C:35](=[CH:34][CH:33]=[CH:32][CH:31]=4)[C:27]([C:21]4[CH:26]=[CH:25][CH:24]=[CH:23][CH:22]=4)=[CH:28]3)(=[O:38])=[O:37])=[CH:47][CH:46]=2)=[O:7])[CH2:11]1. The catalyst class is: 266. (2) Reactant: [H-].[H-].[H-].[H-].[Li+].[Al+3].[F:7][C:8]1[CH:13]=[C:12]([F:14])[CH:11]=[C:10]([F:15])[C:9]=1[C@H:16]1[NH:20][C@@H:19]([C:21](OCC)=[O:22])[CH2:18][CH2:17]1.O.[OH-].[Na+]. Product: [F:7][C:8]1[CH:13]=[C:12]([F:14])[CH:11]=[C:10]([F:15])[C:9]=1[C@H:16]1[NH:20][C@@H:19]([CH2:21][OH:22])[CH2:18][CH2:17]1. The catalyst class is: 1. (3) Reactant: [CH3:1][O:2][CH2:3][CH2:4][C:5](Cl)=O.[Cl:8][C:9]1[C:10]([CH3:31])=[C:11]([CH2:15][NH:16][C:17]2[N:18]=[C:19]([N:25]3[CH2:30][CH2:29][O:28][CH2:27][CH2:26]3)[S:20][C:21]=2[C:22]([NH2:24])=[O:23])[CH:12]=[CH:13][CH:14]=1.[OH-].[Na+].Cl. Product: [Cl:8][C:9]1[C:10]([CH3:31])=[C:11]([CH2:15][N:16]2[C:17]3[N:18]=[C:19]([N:25]4[CH2:26][CH2:27][O:28][CH2:29][CH2:30]4)[S:20][C:21]=3[C:22](=[O:23])[N:24]=[C:5]2[CH2:4][CH2:3][O:2][CH3:1])[CH:12]=[CH:13][CH:14]=1. The catalyst class is: 57. (4) The catalyst class is: 11. Reactant: [CH3:1][C:2]([CH3:26])([CH3:25])[C:3](=[O:24])[CH:4]=P(C1C=CC=CC=1)(C1C=CC=CC=1)C1C=CC=CC=1.O=[CH:28][C:29]([O:31][CH2:32][CH2:33][CH2:34][CH3:35])=[O:30]. Product: [CH3:26][C:2]([CH3:1])([CH3:25])[C:3](=[O:24])/[CH:4]=[CH:28]/[C:29]([O:31][CH2:32][CH2:33][CH2:34][CH3:35])=[O:30]. (5) Reactant: NC1(C2C=CC(C3C(=O)C4C(=CC=C(F)C=4)OC=3C3C=CC=CC=3)=CC=2)CCC1.C(OC(=O)[NH:36][C:37]1([C:41]2[CH:46]=[CH:45][C:44]([C:47]3[C:56](=[O:57])[C:55]4[C:50](=[C:51]([C:58]#[CH:59])[CH:52]=[CH:53][CH:54]=4)[O:49][C:48]=3[C:60]3[CH:65]=[CH:64][CH:63]=[CH:62][CH:61]=3)=[CH:43][CH:42]=2)[CH2:40][CH2:39][CH2:38]1)(C)(C)C.C(O)(C(F)(F)F)=O.N. Product: [NH2:36][C:37]1([C:41]2[CH:42]=[CH:43][C:44]([C:47]3[C:56](=[O:57])[C:55]4[C:50](=[C:51]([C:58]#[CH:59])[CH:52]=[CH:53][CH:54]=4)[O:49][C:48]=3[C:60]3[CH:61]=[CH:62][CH:63]=[CH:64][CH:65]=3)=[CH:45][CH:46]=2)[CH2:40][CH2:39][CH2:38]1. The catalyst class is: 2. (6) Reactant: [F:1][C:2]([F:20])([F:19])[O:3][C:4]1[CH:9]=[CH:8][C:7]([C:10]2[O:14][C:13]([C:15]([NH:17][NH2:18])=O)=[N:12][CH:11]=2)=[CH:6][CH:5]=1.Cl.[C:22](=N)([NH2:24])[CH3:23].[OH-].[Na+]. Product: [CH3:23][C:22]1[NH:18][N:17]=[C:15]([C:13]2[O:14][C:10]([C:7]3[CH:8]=[CH:9][C:4]([O:3][C:2]([F:20])([F:19])[F:1])=[CH:5][CH:6]=3)=[CH:11][N:12]=2)[N:24]=1. The catalyst class is: 1. (7) Reactant: [O:1]1[C:5]2[CH:6]=[CH:7][C:8]([C:10]3([C:13]([NH:15][C:16]4[CH:17]=[C:18]5[C:22](=[CH:23][CH:24]=4)[NH:21][CH:20]([C:25]([CH3:28])([CH3:27])[CH3:26])[CH2:19]5)=[O:14])[CH2:12][CH2:11]3)=[CH:9][C:4]=2[O:3][CH2:2]1.O=[CH:30][CH2:31][CH2:32][C:33]([OH:35])=[O:34].[BH3-]C#N.[Na+]. Product: [O:1]1[C:5]2[CH:6]=[CH:7][C:8]([C:10]3([C:13]([NH:15][C:16]4[CH:17]=[C:18]5[C:22](=[CH:23][CH:24]=4)[N:21]([CH2:30][CH2:31][CH2:32][C:33]([OH:35])=[O:34])[CH:20]([C:25]([CH3:28])([CH3:27])[CH3:26])[CH2:19]5)=[O:14])[CH2:12][CH2:11]3)=[CH:9][C:4]=2[O:3][CH2:2]1. The catalyst class is: 467.